This data is from Microsomal clearance measurements from AstraZeneca. The task is: Regression/Classification. Given a drug SMILES string, predict its absorption, distribution, metabolism, or excretion properties. Task type varies by dataset: regression for continuous measurements (e.g., permeability, clearance, half-life) or binary classification for categorical outcomes (e.g., BBB penetration, CYP inhibition). For this dataset (clearance_microsome_az), we predict log10(clearance) (log10 of the in vitro intrinsic clearance, CLint, in uL/min per mg of human liver microsomal protein, equivalently mL/min/g; values are censored to the assay range of 3 to 150, which is 0.477 to 2.18 on this log10 scale). (1) The molecule is CN(C)c1nc(NC[C@H]2CC[C@H](CNS(=O)(=O)c3ccc(Br)cc3OC(F)(F)F)CC2)nc2ccccc12. The log10(clearance) is 2.07. (2) The log10(clearance) is 1.03. The molecule is O=C(Nc1ccc(CCO)cc1)c1cc2cc(Cl)ccc2[nH]1. (3) The compound is O=S(=O)(Nc1nc(-c2ccccc2)nn1Cc1ccccc1)c1ccccc1. The log10(clearance) is 0.700. (4) The compound is Oc1nc2c(O)ccc(CCNCCOCCCOCCc3ccccc3)c2s1. The log10(clearance) is 1.75. (5) The compound is Cc1nn(-c2ccccc2)c(NS(=O)(=O)c2cccc(CN3CCOCC3)c2)c1C(=O)N[C@@H](C)C(C)(C)C. The log10(clearance) is 0.950. (6) The molecule is C[C@H](Oc1ccc(Cl)cc1CN1CCN(C(=O)Cc2ccc(Cl)cc2)[C@@H](C)C1)C(=O)O. The log10(clearance) is 0.480. (7) The drug is COc1ccc(-c2nc3c(NCCCN(C)C(=O)C4CCC4)c(Br)cnc3[nH]2)cc1. The log10(clearance) is 2.18.